Dataset: Reaction yield outcomes from USPTO patents with 853,638 reactions. Task: Predict the reaction yield, written as a fraction of the theoretical maximum amount of product (1.0 means a 100% yield; for example, 0.34 means a 34% yield). (1) The reactants are C1C=C[NH+]=CC=1.[O-][Cr](Cl)(=O)=O.C([O-])(=O)C.[Na+].[C:17]([O:21][C:22](=[O:33])[NH:23][CH2:24][C:25]1[CH:30]=[CH:29][CH:28]=[C:27]([CH2:31][OH:32])[CH:26]=1)([CH3:20])([CH3:19])[CH3:18]. The catalyst is ClCCl.C(OCC)(=O)C. The product is [C:17]([O:21][C:22](=[O:33])[NH:23][CH2:24][C:25]1[CH:30]=[CH:29][CH:28]=[C:27]([CH:31]=[O:32])[CH:26]=1)([CH3:20])([CH3:18])[CH3:19]. The yield is 0.940. (2) The reactants are [Br:1][C:2]1[CH:7]=[CH:6][C:5]([OH:8])=[CH:4][CH:3]=1.C(=O)([O-])[O-].[K+].[K+].Br[CH2:16][CH2:17][O:18][CH3:19]. The catalyst is CN(C)C=O. The product is [Br:1][C:2]1[CH:7]=[CH:6][C:5]([O:8][CH2:16][CH2:17][O:18][CH3:19])=[CH:4][CH:3]=1. The yield is 0.480. (3) The reactants are FC(F)(F)C1C=C(NC(=O)NC2C=CC(C3SC(CCC(O)=O)=NC=3)=CC=2)C=CC=1.[CH3:31][C:32]1[CH:33]=[C:34]([NH:39][C:40](=[O:60])[NH:41][C:42]2[CH:47]=[CH:46][C:45]([C:48]3[S:52][C:51]([CH2:53][CH2:54][CH2:55][C:56]([O:58]C)=[O:57])=[N:50][CH:49]=3)=[CH:44][CH:43]=2)[CH:35]=[CH:36][C:37]=1[CH3:38]. No catalyst specified. The product is [CH3:31][C:32]1[CH:33]=[C:34]([NH:39][C:40](=[O:60])[NH:41][C:42]2[CH:43]=[CH:44][C:45]([C:48]3[S:52][C:51]([CH2:53][CH2:54][CH2:55][C:56]([OH:58])=[O:57])=[N:50][CH:49]=3)=[CH:46][CH:47]=2)[CH:35]=[CH:36][C:37]=1[CH3:38]. The yield is 0.910.